From a dataset of Forward reaction prediction with 1.9M reactions from USPTO patents (1976-2016). Predict the product of the given reaction. Given the reactants [S:1]1[C:5]2[CH:6]=[CH:7][C:8]([N:10]3[CH2:15][CH2:14][CH:13]([C:16]([OH:18])=O)[CH2:12][CH2:11]3)=[CH:9][C:4]=2[N:3]=[CH:2]1.BrC1C=CC2SC=NC=2C=1.[NH2:29][C:30]1[CH:31]=[N:32][C:33]2[C:38]([CH:39]=1)=[CH:37][CH:36]=[CH:35][CH:34]=2, predict the reaction product. The product is: [N:32]1[C:33]2[C:38](=[CH:37][CH:36]=[CH:35][CH:34]=2)[CH:39]=[C:30]([NH:29][C:16]([CH:13]2[CH2:12][CH2:11][N:10]([C:8]3[CH:7]=[CH:6][C:5]4[S:1][CH:2]=[N:3][C:4]=4[CH:9]=3)[CH2:15][CH2:14]2)=[O:18])[CH:31]=1.